The task is: Predict which catalyst facilitates the given reaction.. This data is from Catalyst prediction with 721,799 reactions and 888 catalyst types from USPTO. (1) Reactant: [OH:1][CH2:2][CH2:3][CH:4]1[NH:9][C:8](=[O:10])[CH:7]([CH3:11])[O:6][CH2:5]1.N1C=CN=C1.[Si:17](Cl)([C:30]([CH3:33])([CH3:32])[CH3:31])([C:24]1[CH:29]=[CH:28][CH:27]=[CH:26][CH:25]=1)[C:18]1[CH:23]=[CH:22][CH:21]=[CH:20][CH:19]=1.[Cl-].[NH4+]. Product: [Si:17]([O:1][CH2:2][CH2:3][CH:4]1[NH:9][C:8](=[O:10])[CH:7]([CH3:11])[O:6][CH2:5]1)([C:30]([CH3:33])([CH3:32])[CH3:31])([C:24]1[CH:25]=[CH:26][CH:27]=[CH:28][CH:29]=1)[C:18]1[CH:23]=[CH:22][CH:21]=[CH:20][CH:19]=1. The catalyst class is: 9. (2) Reactant: [CH3:1][O:2][C:3](=[O:12])[C@H:4]([CH3:11])[CH2:5]OS(C)(=O)=O.[N-:13]=[N+:14]=[N-:15].[Na+].C(OC(=O)CC(C)=O)C. Product: [CH3:1][O:2][C:3](=[O:12])[C@H:4]([CH3:11])[CH2:5][N:13]=[N+:14]=[N-:15]. The catalyst class is: 9. (3) Reactant: Br[C:2]1[CH:11]=[C:10]([CH2:12][N:13]([C:15]([O:17][C:18]([CH3:21])([CH3:20])[CH3:19])=[O:16])[CH3:14])[CH:9]=[CH:8][C:3]=1[C:4]([O:6][CH3:7])=[O:5].[CH2:22]([Sn](CCCC)(CCCC)C=C)[CH2:23]CC. Product: [CH3:19][C:18]([O:17][C:15]([N:13]([CH2:12][C:10]1[CH:9]=[CH:8][C:3]([C:4]([O:6][CH3:7])=[O:5])=[C:2]([C:22]#[CH:23])[CH:11]=1)[CH3:14])=[O:16])([CH3:21])[CH3:20]. The catalyst class is: 151. (4) Reactant: [Br:1][C:2]1[CH:3]=[C:4]2[C:9](=[CH:10][CH:11]=1)[C:8](=[O:12])[N:7]([CH2:13][C:14]1[CH:19]=[CH:18][C:17]([S:20]([CH3:23])(=[O:22])=[O:21])=[CH:16][CH:15]=1)[C:6]([C:24](O)=[O:25])=[C:5]2[C:27]1[CH:32]=[CH:31][CH:30]=[CH:29][CH:28]=1.CN(C=O)C.C(Cl)(=O)C([Cl:41])=O. Product: [Br:1][C:2]1[CH:3]=[C:4]2[C:9](=[CH:10][CH:11]=1)[C:8](=[O:12])[N:7]([CH2:13][C:14]1[CH:19]=[CH:18][C:17]([S:20]([CH3:23])(=[O:22])=[O:21])=[CH:16][CH:15]=1)[C:6]([C:24]([Cl:41])=[O:25])=[C:5]2[C:27]1[CH:32]=[CH:31][CH:30]=[CH:29][CH:28]=1. The catalyst class is: 1. (5) The catalyst class is: 9. Reactant: [CH:1]([C:4]1[C:5]([O:28][CH2:29][O:30][CH3:31])=[CH:6][C:7]([O:24][CH2:25][O:26][CH3:27])=[C:8]([C:10]2[N:11]([C:16]3[CH:21]=[CH:20][C:19]([O:22][CH3:23])=[CH:18][CH:17]=3)[C:12](=[S:15])[NH:13][N:14]=2)[CH:9]=1)([CH3:3])[CH3:2].C(=O)([O-])[O-].[K+].[K+].Cl.[CH3:39][N:40]([CH3:45])[CH2:41][CH2:42][CH2:43]Cl.[Cl-].[Na+]. Product: [CH:1]([C:4]1[C:5]([O:28][CH2:29][O:30][CH3:31])=[CH:6][C:7]([O:24][CH2:25][O:26][CH3:27])=[C:8]([C:10]2[N:11]([C:16]3[CH:17]=[CH:18][C:19]([O:22][CH3:23])=[CH:20][CH:21]=3)[C:12]([S:15][CH2:43][CH2:42][CH2:41][N:40]([CH3:45])[CH3:39])=[N:13][N:14]=2)[CH:9]=1)([CH3:3])[CH3:2]. (6) Reactant: [F:1][C:2]1[CH:7]=[CH:6][CH:5]=[CH:4][C:3]=1B(O)O.[C:11]([O:15][C:16]([N:18]1[CH2:23][CH2:22][C@H:21]([C:24]2[CH:25]=[C:26]3[C:35](=[CH:36][C:37]=2Br)[O:34][CH2:33][C:32]2[N:27]3[C@H:28]([CH3:40])[C:29](=[O:39])[NH:30][N:31]=2)[C@H:20]([CH3:41])[CH2:19]1)=[O:17])([CH3:14])([CH3:13])[CH3:12].C([O-])([O-])=O.[K+].[K+]. Product: [C:11]([O:15][C:16]([N:18]1[CH2:23][CH2:22][C@H:21]([C:24]2[CH:25]=[C:26]3[C:35](=[CH:36][C:37]=2[C:3]2[CH:4]=[CH:5][CH:6]=[CH:7][C:2]=2[F:1])[O:34][CH2:33][C:32]2[N:27]3[C@H:28]([CH3:40])[C:29](=[O:39])[NH:30][N:31]=2)[C@H:20]([CH3:41])[CH2:19]1)=[O:17])([CH3:14])([CH3:12])[CH3:13]. The catalyst class is: 669. (7) Reactant: [OH-].[Li+].[CH3:3][O:4][C:5]1[CH:10]=[CH:9][C:8]([C:11]2[CH:16]=[CH:15][C:14]([C:17]([O:19]C)=[O:18])=[C:13]([N+:21]([O-:23])=[O:22])[CH:12]=2)=[CH:7][CH:6]=1.CO.O. Product: [CH3:3][O:4][C:5]1[CH:6]=[CH:7][C:8]([C:11]2[CH:16]=[CH:15][C:14]([C:17]([OH:19])=[O:18])=[C:13]([N+:21]([O-:23])=[O:22])[CH:12]=2)=[CH:9][CH:10]=1. The catalyst class is: 1.